Dataset: Peptide-MHC class II binding affinity with 134,281 pairs from IEDB. Task: Regression. Given a peptide amino acid sequence and an MHC pseudo amino acid sequence, predict their binding affinity value. This is MHC class II binding data. The MHC is DRB1_1501 with pseudo-sequence DRB1_1501. The peptide sequence is RMVLASTTAKAMEQM. The binding affinity (normalized) is 0.171.